From a dataset of Catalyst prediction with 721,799 reactions and 888 catalyst types from USPTO. Predict which catalyst facilitates the given reaction. (1) Reactant: [BH4-].[Na+].[C:3]1([P:9]([C:45]2[CH:50]=[CH:49][CH:48]=[CH:47][CH:46]=2)[C:10]2[CH:44]=[CH:43][CH:42]=[CH:41][C:11]=2[CH:12]=[N:13][C@@H:14]2[CH2:19][CH2:18][CH2:17][CH2:16][C@H:15]2[N:20]=[CH:21][C:22]2[CH:27]=[CH:26][CH:25]=[CH:24][C:23]=2[P:28]([C:35]2[CH:40]=[CH:39][CH:38]=[CH:37][CH:36]=2)[C:29]2[CH:34]=[CH:33][CH:32]=[CH:31][CH:30]=2)[CH:8]=[CH:7][CH:6]=[CH:5][CH:4]=1.O. Product: [C:35]1([P:28]([C:29]2[CH:30]=[CH:31][CH:32]=[CH:33][CH:34]=2)[C:23]2[CH:24]=[CH:25][CH:26]=[CH:27][C:22]=2[CH2:21][NH:20][C@@H:15]2[CH2:16][CH2:17][CH2:18][CH2:19][C@H:14]2[NH:13][CH2:12][C:11]2[CH:41]=[CH:42][CH:43]=[CH:44][C:10]=2[P:9]([C:3]2[CH:4]=[CH:5][CH:6]=[CH:7][CH:8]=2)[C:45]2[CH:46]=[CH:47][CH:48]=[CH:49][CH:50]=2)[CH:36]=[CH:37][CH:38]=[CH:39][CH:40]=1. The catalyst class is: 5. (2) Reactant: [CH3:1][O:2][CH2:3][C:4]1[C:12]2[C:7](=[CH:8][C:9]([N+:13]([O-])=O)=[CH:10][CH:11]=2)[N:6]([CH2:16][O:17][CH2:18][CH2:19][Si:20]([CH3:23])([CH3:22])[CH3:21])[N:5]=1.[H][H]. Product: [CH3:1][O:2][CH2:3][C:4]1[C:12]2[C:7](=[CH:8][C:9]([NH2:13])=[CH:10][CH:11]=2)[N:6]([CH2:16][O:17][CH2:18][CH2:19][Si:20]([CH3:21])([CH3:23])[CH3:22])[N:5]=1. The catalyst class is: 227. (3) Reactant: [O:1]1[C:5]2[CH:6]=[CH:7][CH:8]=[N:9][C:4]=2[CH:3]=[CH:2]1.C([Li])CCC.[C:15](=[O:17])=[O:16]. Product: [O:1]1[C:5]2[CH:6]=[CH:7][CH:2]=[CH:3][C:4]=2[N:9]=[C:8]1[C:15]([OH:17])=[O:16]. The catalyst class is: 1.